From a dataset of Catalyst prediction with 721,799 reactions and 888 catalyst types from USPTO. Predict which catalyst facilitates the given reaction. (1) Reactant: C([O:3][C:4]([C:6]1[NH:24][C:9]2=[N:10][CH:11]=[C:12]([O:14][CH2:15][CH2:16][CH2:17][N:18]3[CH2:23][CH2:22][CH2:21][CH2:20][CH2:19]3)[CH:13]=[C:8]2[CH:7]=1)=[O:5])C.[ClH:25]. Product: [ClH:25].[N:18]1([CH2:17][CH2:16][CH2:15][O:14][C:12]2[CH:13]=[C:8]3[CH:7]=[C:6]([C:4]([OH:5])=[O:3])[NH:24][C:9]3=[N:10][CH:11]=2)[CH2:23][CH2:22][CH2:21][CH2:20][CH2:19]1. The catalyst class is: 12. (2) The catalyst class is: 4. Product: [CH2:12]([O:11][C:9]([NH:1][CH2:2][CH2:3][C@@H:4]1[CH2:8][CH2:7][CH2:6][N:5]1[C:9]([O:11][C:12]([CH3:15])([CH3:14])[CH3:13])=[O:10])=[O:10])[C:22]1[CH:21]=[CH:8][CH:4]=[CH:3][CH:2]=1. Reactant: [NH2:1][CH2:2][CH2:3][C@@H:4]1[CH2:8][CH2:7][CH2:6][N:5]1[C:9]([O:11][C:12]([CH3:15])([CH3:14])[CH3:13])=[O:10].C(N([CH2:21][CH3:22])CC)C.